From a dataset of Peptide-MHC class II binding affinity with 134,281 pairs from IEDB. Regression. Given a peptide amino acid sequence and an MHC pseudo amino acid sequence, predict their binding affinity value. This is MHC class II binding data. (1) The peptide sequence is RNTQIFKTNTQTDR. The binding affinity (normalized) is 0.0568. The MHC is DRB3_0101 with pseudo-sequence DRB3_0101. (2) The peptide sequence is ASIAARGYISTRVGM. The MHC is DRB1_1101 with pseudo-sequence DRB1_1101. The binding affinity (normalized) is 0.399. (3) The binding affinity (normalized) is 0.258. The MHC is HLA-DPA10103-DPB10301 with pseudo-sequence HLA-DPA10103-DPB10301. The peptide sequence is GSDEKNLALSIKYNK. (4) The peptide sequence is AGRFEVHAQTVEDEA. The MHC is DRB1_1201 with pseudo-sequence DRB1_1201. The binding affinity (normalized) is 0.197. (5) The peptide sequence is KDWVDGSRGYRLQRK. The MHC is DRB1_0101 with pseudo-sequence DRB1_0101. The binding affinity (normalized) is 0.617.